Dataset: Cav3 T-type calcium channel HTS with 100,875 compounds. Task: Binary Classification. Given a drug SMILES string, predict its activity (active/inactive) in a high-throughput screening assay against a specified biological target. The drug is S(=O)(=O)(N1CCCCC1)c1ccc(NC(=O)C(Sc2sc(nn2)C)C)cc1. The result is 0 (inactive).